Dataset: NCI-60 drug combinations with 297,098 pairs across 59 cell lines. Task: Regression. Given two drug SMILES strings and cell line genomic features, predict the synergy score measuring deviation from expected non-interaction effect. Drug 1: CN1C(=O)N2C=NC(=C2N=N1)C(=O)N. Drug 2: CC1CCC2CC(C(=CC=CC=CC(CC(C(=O)C(C(C(=CC(C(=O)CC(OC(=O)C3CCCCN3C(=O)C(=O)C1(O2)O)C(C)CC4CCC(C(C4)OC)O)C)C)O)OC)C)C)C)OC. Cell line: EKVX. Synergy scores: CSS=-0.394, Synergy_ZIP=1.08, Synergy_Bliss=0.392, Synergy_Loewe=-14.9, Synergy_HSA=-6.41.